From a dataset of Forward reaction prediction with 1.9M reactions from USPTO patents (1976-2016). Predict the product of the given reaction. (1) Given the reactants Br[C:2]1[CH:3]=[C:4]2[N:10]=[C:9]([CH:11]([CH3:13])[CH3:12])[N:8]([CH3:14])[C:5]2=[N:6][CH:7]=1.[CH3:15][C:16]1([CH3:32])[C:20]([CH3:22])([CH3:21])[O:19][B:18]([B:18]2[O:19][C:20]([CH3:22])([CH3:21])[C:16]([CH3:32])([CH3:15])[O:17]2)[O:17]1.C([O-])(=O)C.[K+], predict the reaction product. The product is: [CH:11]([C:9]1[N:8]([CH3:14])[C:5]2=[N:6][CH:7]=[C:2]([B:18]3[O:19][C:20]([CH3:22])([CH3:21])[C:16]([CH3:32])([CH3:15])[O:17]3)[CH:3]=[C:4]2[N:10]=1)([CH3:13])[CH3:12]. (2) The product is: [F:1][C:2]1[CH:3]=[C:4]([C:15]([C:17]2[CH:22]=[CH:21][C:20]([F:23])=[CH:19][CH:18]=2)=[N:30][S@@:28]([C:25]([CH3:27])([CH3:26])[CH3:24])=[O:29])[CH:5]=[C:6]([O:8][C:9]([F:14])([F:13])[CH:10]([F:12])[F:11])[CH:7]=1. Given the reactants [F:1][C:2]1[CH:3]=[C:4]([C:15]([C:17]2[CH:22]=[CH:21][C:20]([F:23])=[CH:19][CH:18]=2)=O)[CH:5]=[C:6]([O:8][C:9]([F:14])([F:13])[CH:10]([F:12])[F:11])[CH:7]=1.[CH3:24][C:25]([S@:28]([NH2:30])=[O:29])([CH3:27])[CH3:26], predict the reaction product. (3) Given the reactants CO.[CH3:3][C:4]1[CH2:8][CH:7]=[CH:6][CH:5]=1.[CH3:9][C:10]([CH3:12])=O.N1CCCC1, predict the reaction product. The product is: [CH3:3][C:4]1[CH:8]=[CH:7][C:6](=[C:10]([CH3:12])[CH3:9])[CH:5]=1. (4) Given the reactants [Br:1][C:2]1[CH:3]=[C:4]([CH:29]=[CH:30][C:31]=1[CH3:32])[CH2:5][C@@H:6]([C:25]([O:27]C)=[O:26])[NH:7][C:8]([C@H:10]1[CH2:15][CH2:14][C@H:13]([CH2:16][NH:17][C:18]([O:20][C:21]([CH3:24])([CH3:23])[CH3:22])=[O:19])[CH2:12][CH2:11]1)=[O:9].[OH-].[Na+], predict the reaction product. The product is: [Br:1][C:2]1[CH:3]=[C:4]([CH:29]=[CH:30][C:31]=1[CH3:32])[CH2:5][C@@H:6]([C:25]([OH:27])=[O:26])[NH:7][C:8]([C@H:10]1[CH2:11][CH2:12][C@H:13]([CH2:16][NH:17][C:18]([O:20][C:21]([CH3:22])([CH3:23])[CH3:24])=[O:19])[CH2:14][CH2:15]1)=[O:9].